From a dataset of Full USPTO retrosynthesis dataset with 1.9M reactions from patents (1976-2016). Predict the reactants needed to synthesize the given product. (1) The reactants are: [CH:1]12[CH2:10][CH:5]3[CH2:6][CH:7]([CH2:9][CH:3]([CH2:4]3)[CH:2]1[NH:11][C:12]([C:14]1[CH:15]=[N:16][N:17]([C:20]3[CH:25]=[CH:24][CH:23]=[CH:22][CH:21]=3)[C:18]=1Cl)=[O:13])[CH2:8]2.[NH:26]1[CH2:32][CH2:31][CH2:30][C@H:27]1[CH2:28][OH:29]. Given the product [CH:1]12[CH2:10][CH:5]3[CH2:6][CH:7]([CH2:9][CH:3]([CH2:4]3)[CH:2]1[NH:11][C:12]([C:14]1[CH:15]=[N:16][N:17]([C:20]3[CH:25]=[CH:24][CH:23]=[CH:22][CH:21]=3)[C:18]=1[N:26]1[CH2:32][CH2:31][CH2:30][C@H:27]1[CH2:28][OH:29])=[O:13])[CH2:8]2, predict the reactants needed to synthesize it. (2) Given the product [CH2:1]([C:3]([C:21]1[CH:35]=[CH:34][C:24]([O:25][CH2:26][C@@H:27]([OH:28])[CH2:31][OH:30])=[C:23]([CH3:36])[CH:22]=1)([C:6]1[CH:11]=[CH:10][C:9]([CH2:12][CH2:13][S:14]([C:16]([CH3:18])([CH3:19])[CH3:17])=[O:15])=[C:8]([CH3:20])[CH:7]=1)[CH2:4][CH3:5])[CH3:2], predict the reactants needed to synthesize it. The reactants are: [CH2:1]([C:3]([C:21]1[CH:35]=[CH:34][C:24]([O:25][CH2:26][C@@H:27]2[CH2:31][O:30]C(C)(C)[O:28]2)=[C:23]([CH3:36])[CH:22]=1)([C:6]1[CH:11]=[CH:10][C:9]([CH2:12][CH2:13][S:14]([C:16]([CH3:19])([CH3:18])[CH3:17])=[O:15])=[C:8]([CH3:20])[CH:7]=1)[CH2:4][CH3:5])[CH3:2].C(O)(C(F)(F)F)=O.C([O-])(O)=O.[Na+]. (3) Given the product [Br:17][C:18]1[CH:23]=[CH:22][C:21]([NH:14][C:15]([NH:13][NH:12][C:10]([C:6]2[CH:7]=[CH:8][CH:9]=[C:4]([N+:1]([O-:3])=[O:2])[CH:5]=2)=[O:11])=[S:16])=[CH:20][C:19]=1[Cl:24], predict the reactants needed to synthesize it. The reactants are: [N+:1]([C:4]1[CH:5]=[C:6]([C:10]([NH:12][NH2:13])=[O:11])[CH:7]=[CH:8][CH:9]=1)([O-:3])=[O:2].[N-:14]=[C:15]=[S:16].[Br:17][C:18]1[CH:23]=[CH:22][CH:21]=[CH:20][C:19]=1[Cl:24]. (4) Given the product [C:25]([CH2:24][CH2:23][CH2:22][CH2:21][CH2:20][CH2:19][CH2:18][CH2:17][C:16]([NH:1][C:2]1[CH:10]=[CH:9][C:5]([C:6]([NH2:8])=[O:7])=[C:4]([OH:11])[CH:3]=1)=[O:29])([OH:27])=[O:26], predict the reactants needed to synthesize it. The reactants are: [NH2:1][C:2]1[CH:3]=[C:4]([OH:11])[C:5](=[CH:9][CH:10]=1)[C:6]([NH2:8])=[O:7].C(Cl)Cl.Cl[C:16](=[O:29])[CH2:17][CH2:18][CH2:19][CH2:20][CH2:21][CH2:22][CH2:23][CH2:24][C:25]([O:27]C)=[O:26]. (5) The reactants are: [Cl:1][C:2]1[CH:7]=[CH:6][C:5]([C:8]2[S:17][C:11]3[C:12](=[O:16])[NH:13][CH2:14][CH2:15][C:10]=3[CH:9]=2)=[CH:4][CH:3]=1.Br[C:19]1[CH:24]=[CH:23][C:22]([NH:25][C:26](=[O:33])[CH2:27][N:28]2[CH2:32][CH2:31][CH2:30][CH2:29]2)=[C:21]([O:34][CH3:35])[CH:20]=1.C([O-])([O-])=O.[Cs+].[Cs+].CNCCNC.Cl.CCOCC. Given the product [ClH:1].[Cl:1][C:2]1[CH:3]=[CH:4][C:5]([C:8]2[S:17][C:11]3[C:12](=[O:16])[N:13]([C:19]4[CH:24]=[CH:23][C:22]([NH:25][C:26](=[O:33])[CH2:27][N:28]5[CH2:32][CH2:31][CH2:30][CH2:29]5)=[C:21]([O:34][CH3:35])[CH:20]=4)[CH2:14][CH2:15][C:10]=3[CH:9]=2)=[CH:6][CH:7]=1, predict the reactants needed to synthesize it.